Dataset: Full USPTO retrosynthesis dataset with 1.9M reactions from patents (1976-2016). Task: Predict the reactants needed to synthesize the given product. (1) Given the product [CH2:19]([O:18][C:16](=[O:17])[CH:15]([C:12]1[CH:11]=[CH:10][C:9]([N+:6]([O-:8])=[O:7])=[CH:14][CH:13]=1)[CH2:26][CH:21]1[CH2:25][CH2:24][CH2:23][CH2:22]1)[CH3:20], predict the reactants needed to synthesize it. The reactants are: [Li]CCCC.[N+:6]([C:9]1[CH:14]=[CH:13][C:12]([CH2:15][C:16]([O:18][CH2:19][CH3:20])=[O:17])=[CH:11][CH:10]=1)([O-:8])=[O:7].[CH:21]1([CH2:26]I)[CH2:25][CH2:24][CH2:23][CH2:22]1.Cl. (2) Given the product [CH3:3][C:2]([C:4]1[CH:5]=[CH:6][C:7]([OH:10])=[CH:8][CH:9]=1)([C:11]1[CH:12]=[CH:13][C:14]([OH:17])=[CH:15][CH:16]=1)[CH3:1].[SiH2:24]([C:33]1[CH:38]=[CH:37][CH:36]=[CH:35][C:34]=1[OH:39])[O:25][C:26]1[CH:31]=[CH:30][CH:29]=[CH:28][C:27]=1[OH:32].[C:40]1([O:50][CH3:51])[C:41](=[CH:43][CH:44]=[C:45]([CH:49]=1)[CH2:46][CH:47]=[CH2:48])[OH:42], predict the reactants needed to synthesize it. The reactants are: [CH3:1][C:2]([C:11]1[CH:12]=[CH:13][C:14]([OH:17])=[CH:15][CH:16]=1)([C:4]1[CH:5]=[CH:6][C:7]([OH:10])=[CH:8][CH:9]=1)[CH3:3].C(Cl)(Cl)=O.[OH-].[Na+].[SiH2:24]([C:33]1[CH:38]=[CH:37][CH:36]=[CH:35][C:34]=1[OH:39])[O:25][C:26]1[CH:31]=[CH:30][CH:29]=[CH:28][C:27]=1[OH:32].[C:40]1([O:50][CH3:51])[C:41](=[CH:43][CH:44]=[C:45]([CH:49]=1)[CH2:46][CH:47]=[CH2:48])[OH:42].C(C1C=CC(O)=CC=1)(C1C=CC=CC=1)(C)C.